This data is from Catalyst prediction with 721,799 reactions and 888 catalyst types from USPTO. The task is: Predict which catalyst facilitates the given reaction. (1) Reactant: [NH2:1][C:2]1[CH:7]=[CH:6][C:5]([I:8])=[CH:4][N:3]=1.[CH2:9]=O. Product: [I:8][C:5]1[CH:6]=[CH:7][C:2]([N:1]=[CH2:9])=[N:3][CH:4]=1. The catalyst class is: 55. (2) Reactant: [C:1]([CH:4]1[CH2:6][CH2:5]1)(=O)[CH3:2].C(O[C:10](=[O:14])[CH2:11][C:12]#[N:13])C.[Cl:15][C:16]1[CH:17]=[C:18]([CH:21]=[CH:22][C:23]=1[Cl:24])[CH:19]=O.C([O-])(=O)C.[NH4+:29]. Product: [CH:4]1([C:1]2[NH:29][C:10](=[O:14])[C:11]([C:12]#[N:13])=[C:19]([C:18]3[CH:21]=[CH:22][C:23]([Cl:24])=[C:16]([Cl:15])[CH:17]=3)[CH:2]=2)[CH2:6][CH2:5]1. The catalyst class is: 8. (3) Reactant: [CH:1]1([NH:5][C:6]([C@@H:8]2[CH2:12][CH2:11][CH2:10][N:9]2[C:13](=[O:30])[CH2:14][O:15][C:16]2[N:20]([C:21]3[CH:26]=[CH:25][CH:24]=[CH:23][CH:22]=3)[N:19]=[C:18]([C:27]([OH:29])=O)[CH:17]=2)=[O:7])[CH2:4][CH2:3][CH2:2]1.C1C=NC2N(O)N=NC=2C=1.CCN(C(C)C)C(C)C.[CH2:50]([O:54][C:55]([N:57]1[CH2:62][CH2:61][N:60]([C:63](=[O:70])[C@@H:64]([NH2:69])[CH2:65][O:66][CH2:67][CH3:68])[CH2:59][CH2:58]1)=[O:56])[CH2:51][CH2:52][CH3:53]. Product: [CH2:50]([O:54][C:55]([N:57]1[CH2:58][CH2:59][N:60]([C:63](=[O:70])[C@@H:64]([NH:69][C:27]([C:18]2[CH:17]=[C:16]([O:15][CH2:14][C:13]([N:9]3[CH2:10][CH2:11][CH2:12][C@H:8]3[C:6](=[O:7])[NH:5][CH:1]3[CH2:4][CH2:3][CH2:2]3)=[O:30])[N:20]([C:21]3[CH:22]=[CH:23][CH:24]=[CH:25][CH:26]=3)[N:19]=2)=[O:29])[CH2:65][O:66][CH2:67][CH3:68])[CH2:61][CH2:62]1)=[O:56])[CH2:51][CH2:52][CH3:53]. The catalyst class is: 607. (4) Reactant: [CH3:1][O:2][C:3](=[O:23])[C:4]1[CH:9]=[CH:8][C:7]([Cl:10])=[CH:6][C:5]=1[CH:11]=[C:12]1[C:20]2[C:15](=[CH:16][C:17]([Cl:21])=[CH:18][CH:19]=2)[NH:14][C:13]1=[O:22].[C:24]([O:28][C:29](O[C:29]([O:28][C:24]([CH3:27])([CH3:26])[CH3:25])=[O:30])=[O:30])([CH3:27])([CH3:26])[CH3:25]. Product: [C:24]([O:28][C:29]([N:14]1[C:15]2[C:20](=[CH:19][CH:18]=[C:17]([Cl:21])[CH:16]=2)[C:12](=[CH:11][C:5]2[CH:6]=[C:7]([Cl:10])[CH:8]=[CH:9][C:4]=2[C:3]([O:2][CH3:1])=[O:23])[C:13]1=[O:22])=[O:30])([CH3:27])([CH3:26])[CH3:25]. The catalyst class is: 112. (5) Reactant: FC(F)(F)S(O[C:7]1[CH:16]=[CH:15][C:14]2[C:13](=[O:17])[CH2:12][CH2:11][C:10]([CH3:19])([CH3:18])[C:9]=2[CH:8]=1)(=O)=O.[CH2:22]([Sn](CCCC)(CCCC)C=C)[CH2:23]CC.[Cl-].[Li+]. Product: [CH3:18][C:10]1([CH3:19])[C:9]2[C:14](=[CH:15][CH:16]=[C:7]([CH:22]=[CH2:23])[CH:8]=2)[C:13](=[O:17])[CH2:12][CH2:11]1. The catalyst class is: 755.